This data is from Forward reaction prediction with 1.9M reactions from USPTO patents (1976-2016). The task is: Predict the product of the given reaction. Given the reactants [F:1][C:2]([F:15])([F:14])[C:3]1[CH:8]=[CH:7][C:6]([C:9]2[CH:13]=[CH:12][NH:11][N:10]=2)=[CH:5][CH:4]=1.[CH3:16][C:17]([CH3:22])([CH3:21])[C@@H:18]1[O:20][CH2:19]1.C(N(CC)CC)C, predict the reaction product. The product is: [CH3:16][C:17]([CH3:22])([CH3:21])[C@H:18]([OH:20])[CH2:19][N:11]1[CH:12]=[CH:13][C:9]([C:6]2[CH:5]=[CH:4][C:3]([C:2]([F:1])([F:14])[F:15])=[CH:8][CH:7]=2)=[N:10]1.